This data is from CYP1A2 inhibition data for predicting drug metabolism from PubChem BioAssay. The task is: Regression/Classification. Given a drug SMILES string, predict its absorption, distribution, metabolism, or excretion properties. Task type varies by dataset: regression for continuous measurements (e.g., permeability, clearance, half-life) or binary classification for categorical outcomes (e.g., BBB penetration, CYP inhibition). Dataset: cyp1a2_veith. (1) The compound is Cc1onc(-c2c(Cl)cccc2Cl)c1C(=O)N1CCc2ccccc2C1. The result is 0 (non-inhibitor). (2) The molecule is Cc1ccc2c(c1)nnn2C1CCN(S(=O)(=O)c2ccc(C(=O)N3C(C)CCCC3C)cc2)CC1. The result is 0 (non-inhibitor). (3) The drug is CC(=O)O[C@H]1C[C@H]2CC[C@H]3[C@H](CC[C@@]4(C)[C@H](OC(C)=O)[C@H]([N+]5(C)CCCCC5)C[C@H]34)[C@@]2(C)C[C@@H]1[N+]1(C)CCCCC1. The result is 0 (non-inhibitor). (4) The compound is CCCNc1[nH]c(=O)n(C)c(=O)c1N=O. The result is 0 (non-inhibitor).